This data is from Forward reaction prediction with 1.9M reactions from USPTO patents (1976-2016). The task is: Predict the product of the given reaction. (1) Given the reactants [CH3:1][N:2]([CH3:10])[CH2:3][CH:4]=[CH:5][C:6]([NH:8][CH3:9])=[O:7].[P:11](=[O:15])([OH:14])([OH:13])[OH:12], predict the reaction product. The product is: [P:11]([O-:15])([O-:14])([O-:13])=[O:12].[CH3:1][N:2]([CH3:10])[CH2:3][CH:4]=[CH:5][C:6]([NH:8][CH3:9])=[O:7]. (2) Given the reactants [CH3:1][C:2]1[CH:3]=[C:4]([NH:16][C:17]2[C:18]3[NH:25][C:24]([C:26]4[CH:27]=[C:28]([CH:38]=[CH:39][CH:40]=4)[CH2:29][NH:30]C(=O)OC(C)(C)C)=[CH:23][C:19]=3[N:20]=[CH:21][N:22]=2)[CH:5]=[CH:6][C:7]=1[O:8][C:9]1[CH:10]=[N:11][C:12]([CH3:15])=[CH:13][CH:14]=1.Cl.[OH-].[Na+], predict the reaction product. The product is: [NH2:30][CH2:29][C:28]1[CH:27]=[C:26]([C:24]2[NH:25][C:18]3[C:17]([NH:16][C:4]4[CH:5]=[CH:6][C:7]([O:8][C:9]5[CH:10]=[N:11][C:12]([CH3:15])=[CH:13][CH:14]=5)=[C:2]([CH3:1])[CH:3]=4)=[N:22][CH:21]=[N:20][C:19]=3[CH:23]=2)[CH:40]=[CH:39][CH:38]=1. (3) The product is: [C:1]([O:5][C:6](=[O:14])/[CH:7]=[CH:8]/[C:9]1[CH:13]=[CH:12][N:11]([S:21]([C:18]2[CH:17]=[CH:16][C:15]([C:25]3[CH:30]=[CH:29][CH:28]=[CH:27][CH:26]=3)=[CH:20][CH:19]=2)(=[O:23])=[O:22])[CH:10]=1)([CH3:4])([CH3:2])[CH3:3]. Given the reactants [C:1]([O:5][C:6](=[O:14])/[CH:7]=[CH:8]/[C:9]1[CH:13]=[CH:12][NH:11][CH:10]=1)([CH3:4])([CH3:3])[CH3:2].[C:15]1([C:25]2[CH:30]=[CH:29][CH:28]=[CH:27][CH:26]=2)[CH:20]=[CH:19][C:18]([S:21](Cl)(=[O:23])=[O:22])=[CH:17][CH:16]=1, predict the reaction product. (4) Given the reactants C(O[BH-](OC(=O)C)OC(=O)C)(=O)C.[Na+].[F:15][C:16]1[CH:17]=[C:18]([CH:20]=[C:21]([F:24])[C:22]=1[F:23])[NH2:19].[C:25]1(=O)[CH2:29][CH2:28][CH2:27][CH2:26]1.C(=O)([O-])O.[Na+], predict the reaction product. The product is: [CH:25]1([NH:19][C:18]2[CH:17]=[C:16]([F:15])[C:22]([F:23])=[C:21]([F:24])[CH:20]=2)[CH2:29][CH2:28][CH2:27][CH2:26]1.